Dataset: NCI-60 drug combinations with 297,098 pairs across 59 cell lines. Task: Regression. Given two drug SMILES strings and cell line genomic features, predict the synergy score measuring deviation from expected non-interaction effect. (1) Drug 1: C1=NC(=NC(=O)N1C2C(C(C(O2)CO)O)O)N. Drug 2: CCC1(CC2CC(C3=C(CCN(C2)C1)C4=CC=CC=C4N3)(C5=C(C=C6C(=C5)C78CCN9C7C(C=CC9)(C(C(C8N6C)(C(=O)OC)O)OC(=O)C)CC)OC)C(=O)OC)O.OS(=O)(=O)O. Cell line: NCIH23. Synergy scores: CSS=0.864, Synergy_ZIP=-0.0278, Synergy_Bliss=-4.35, Synergy_Loewe=-3.20, Synergy_HSA=-5.25. (2) Drug 1: C1CC(C1)(C(=O)O)C(=O)O.[NH2-].[NH2-].[Pt+2]. Drug 2: CC1=C(C=C(C=C1)C(=O)NC2=CC(=CC(=C2)C(F)(F)F)N3C=C(N=C3)C)NC4=NC=CC(=N4)C5=CN=CC=C5. Cell line: PC-3. Synergy scores: CSS=2.62, Synergy_ZIP=5.62, Synergy_Bliss=0.840, Synergy_Loewe=-2.46, Synergy_HSA=-1.47. (3) Drug 1: C1CC(CNC1)C2=CC=C(C=C2)N3C=C4C=CC=C(C4=N3)C(=O)N. Drug 2: C1CCC(C(C1)[NH-])[NH-].C(=O)(C(=O)[O-])[O-].[Pt+4]. Cell line: OVCAR3. Synergy scores: CSS=16.7, Synergy_ZIP=-4.34, Synergy_Bliss=-3.03, Synergy_Loewe=-0.334, Synergy_HSA=-0.0112. (4) Drug 1: CC1C(C(CC(O1)OC2CC(OC(C2O)C)OC3=CC4=CC5=C(C(=O)C(C(C5)C(C(=O)C(C(C)O)O)OC)OC6CC(C(C(O6)C)O)OC7CC(C(C(O7)C)O)OC8CC(C(C(O8)C)O)(C)O)C(=C4C(=C3C)O)O)O)O. Drug 2: CC12CCC3C(C1CCC2O)C(CC4=C3C=CC(=C4)O)CCCCCCCCCS(=O)CCCC(C(F)(F)F)(F)F. Cell line: NCI/ADR-RES. Synergy scores: CSS=5.72, Synergy_ZIP=-5.16, Synergy_Bliss=-3.69, Synergy_Loewe=-7.41, Synergy_HSA=-2.97. (5) Cell line: T-47D. Drug 1: C1C(C(OC1N2C=C(C(=O)NC2=O)F)CO)O. Drug 2: CCC1(CC2CC(C3=C(CCN(C2)C1)C4=CC=CC=C4N3)(C5=C(C=C6C(=C5)C78CCN9C7C(C=CC9)(C(C(C8N6C=O)(C(=O)OC)O)OC(=O)C)CC)OC)C(=O)OC)O.OS(=O)(=O)O. Synergy scores: CSS=31.3, Synergy_ZIP=-3.18, Synergy_Bliss=-1.46, Synergy_Loewe=-11.8, Synergy_HSA=-2.47. (6) Drug 1: CS(=O)(=O)CCNCC1=CC=C(O1)C2=CC3=C(C=C2)N=CN=C3NC4=CC(=C(C=C4)OCC5=CC(=CC=C5)F)Cl. Synergy scores: CSS=15.5, Synergy_ZIP=0.0822, Synergy_Bliss=-2.98, Synergy_Loewe=-2.72, Synergy_HSA=-5.02. Cell line: SR. Drug 2: CCN(CC)CCNC(=O)C1=C(NC(=C1C)C=C2C3=C(C=CC(=C3)F)NC2=O)C.